From a dataset of Forward reaction prediction with 1.9M reactions from USPTO patents (1976-2016). Predict the product of the given reaction. (1) Given the reactants [NH:1]1[CH2:8][CH2:7][CH2:6][C@H:2]1[C:3]([OH:5])=[O:4].[O:9]=C(CCC([O-])=O)C([O-])=O, predict the reaction product. The product is: [OH:9][C@@H:6]1[CH2:7][CH2:8][NH:1][C@@H:2]1[C:3]([OH:5])=[O:4]. (2) Given the reactants [NH2:1][CH2:2][CH:3]1[CH2:8][CH2:7][CH:6]([C:9]([OH:11])=[O:10])[CH2:5][CH2:4]1.[C:12](O[C:12]([O:14][C:15]([CH3:18])([CH3:17])[CH3:16])=[O:13])([O:14][C:15]([CH3:18])([CH3:17])[CH3:16])=[O:13], predict the reaction product. The product is: [C:15]([O:14][C:12]([NH:1][CH2:2][CH:3]1[CH2:4][CH2:5][CH:6]([C:9]([OH:11])=[O:10])[CH2:7][CH2:8]1)=[O:13])([CH3:18])([CH3:17])[CH3:16]. (3) Given the reactants CC1(C)C(C)(C)OB([C:9]2[CH:17]=[C:16]3[C:12]([CH:13]=[N:14][NH:15]3)=[CH:11][CH:10]=2)O1.[NH2:19][C:20]1[C:29]2[C:24](=[C:25](Br)[C:26]([CH2:30][CH3:31])=[CH:27][CH:28]=2)[N:23]=[N:22][C:21]=1[C:33]([NH2:35])=[O:34], predict the reaction product. The product is: [NH2:19][C:20]1[C:29]2[C:24](=[C:25]([C:9]3[CH:17]=[C:16]4[C:12]([CH:13]=[N:14][NH:15]4)=[CH:11][CH:10]=3)[C:26]([CH2:30][CH3:31])=[CH:27][CH:28]=2)[N:23]=[N:22][C:21]=1[C:33]([NH2:35])=[O:34]. (4) Given the reactants [C:1]([C:4]1[CH:5]=[C:6]([C:10]#[C:11][C:12]2[C:17]([C:18]([F:21])([F:20])[F:19])=[CH:16][N:15]=[C:14]([NH:22][C:23]3[CH:28]=[CH:27][C:26]([CH:29]4[CH2:34][CH2:33][N:32](C(OC(C)(C)C)=O)[CH2:31][CH2:30]4)=[CH:25][C:24]=3[O:42][CH3:43])[N:13]=2)[CH:7]=[CH:8][CH:9]=1)(=[O:3])[NH2:2], predict the reaction product. The product is: [CH3:43][O:42][C:24]1[CH:25]=[C:26]([CH:29]2[CH2:34][CH2:33][NH:32][CH2:31][CH2:30]2)[CH:27]=[CH:28][C:23]=1[NH:22][C:14]1[N:13]=[C:12]([CH2:11][CH2:10][C:6]2[CH:5]=[C:4]([CH:9]=[CH:8][CH:7]=2)[C:1]([NH2:2])=[O:3])[C:17]([C:18]([F:19])([F:20])[F:21])=[CH:16][N:15]=1. (5) Given the reactants [OH-].[Na+].[F:3][C:4]1[CH:9]=[CH:8][C:7]([F:10])=[CH:6][C:5]=1/[CH:11]=[CH:12]/[CH2:13][N:14]1[CH2:17][C:16]([CH2:22][CH2:23][CH2:24][C:25]2[C:34]3[C:29](=[CH:30][CH:31]=[C:32]([O:35][CH3:36])[CH:33]=3)[N:28]=[CH:27][C:26]=2[F:37])([C:18]([O:20]C)=[O:19])[CH2:15]1.Cl, predict the reaction product. The product is: [F:3][C:4]1[CH:9]=[CH:8][C:7]([F:10])=[CH:6][C:5]=1/[CH:11]=[CH:12]/[CH2:13][N:14]1[CH2:17][C:16]([CH2:22][CH2:23][CH2:24][C:25]2[C:34]3[C:29](=[CH:30][CH:31]=[C:32]([O:35][CH3:36])[CH:33]=3)[N:28]=[CH:27][C:26]=2[F:37])([C:18]([OH:20])=[O:19])[CH2:15]1.